From a dataset of Merck oncology drug combination screen with 23,052 pairs across 39 cell lines. Regression. Given two drug SMILES strings and cell line genomic features, predict the synergy score measuring deviation from expected non-interaction effect. (1) Drug 1: COC1CC2CCC(C)C(O)(O2)C(=O)C(=O)N2CCCCC2C(=O)OC(C(C)CC2CCC(OP(C)(C)=O)C(OC)C2)CC(=O)C(C)C=C(C)C(O)C(OC)C(=O)C(C)CC(C)C=CC=CC=C1C. Drug 2: CCC1(O)C(=O)OCc2c1cc1n(c2=O)Cc2cc3c(CN(C)C)c(O)ccc3nc2-1. Cell line: A2780. Synergy scores: synergy=14.2. (2) Drug 1: CC(=O)OC1C(=O)C2(C)C(O)CC3OCC3(OC(C)=O)C2C(OC(=O)c2ccccc2)C2(O)CC(OC(=O)C(O)C(NC(=O)c3ccccc3)c3ccccc3)C(C)=C1C2(C)C. Drug 2: O=C(CCCCCCC(=O)Nc1ccccc1)NO. Cell line: SKMES1. Synergy scores: synergy=5.18.